This data is from Forward reaction prediction with 1.9M reactions from USPTO patents (1976-2016). The task is: Predict the product of the given reaction. (1) Given the reactants [Cl:1][C:2]1[C:7]([N+:8]([O-:10])=[O:9])=[CH:6][CH:5]=[C:4]([Cl:11])[N:3]=1.[C:12]([O-:15])([O-])=[O:13].[K+].[K+], predict the reaction product. The product is: [Cl:11][C:4]1[CH:5]=[CH:6][C:7]([N+:8]([O-:10])=[O:9])=[C:2]([O:13][CH3:12])[N:3]=1.[Cl:1][C:2]1[C:7]([N+:8]([O-:10])=[O:9])=[CH:6][CH:5]=[C:4]([O:15][CH3:12])[N:3]=1. (2) Given the reactants [N+:1]([C:4]1[CH:5]=[C:6]2[C:10](=[CH:11][CH:12]=1)[NH:9][CH:8]=[C:7]2[CH:13]=O)([O-:3])=[O:2].[CH3:15][N:16]1[CH:20]=[CH:19][N:18]=[C:17]1[S:21]([CH2:24][C:25]#[N:26])(=[O:23])=[O:22], predict the reaction product. The product is: [CH3:15][N:16]1[CH:20]=[CH:19][N:18]=[C:17]1[S:21]([C:24](=[CH:13][C:7]1[C:6]2[C:10](=[CH:11][CH:12]=[C:4]([N+:1]([O-:3])=[O:2])[CH:5]=2)[NH:9][CH:8]=1)[C:25]#[N:26])(=[O:23])=[O:22]. (3) Given the reactants Br[C:2]1[CH:3]=[C:4]([CH:9]=[CH:10][C:11]=1[OH:12])[C:5]([O:7][CH3:8])=[O:6].[Cu][C:14]#[N:15].CN1C(=O)CCC1, predict the reaction product. The product is: [C:14]([C:2]1[CH:3]=[C:4]([CH:9]=[CH:10][C:11]=1[OH:12])[C:5]([O:7][CH3:8])=[O:6])#[N:15]. (4) Given the reactants [CH3:1][N:2]1[C:7](=[O:8])[CH:6]=[C:5]([C:9]2[CH:14]=[CH:13][N:12]=[CH:11][N:10]=2)[N:4]=[C:3]1[N:15]1[CH2:20][CH2:19][NH:18][CH2:17][C@H:16]1[CH3:21].C(=O)([O-])[O-].[K+].[K+].Br[CH2:29][C:30]1[CH:35]=[CH:34][C:33]([C:36]2[N:40]=[C:39]([CH3:41])[O:38][N:37]=2)=[CH:32][CH:31]=1, predict the reaction product. The product is: [CH3:1][N:2]1[C:7](=[O:8])[CH:6]=[C:5]([C:9]2[CH:14]=[CH:13][N:12]=[CH:11][N:10]=2)[N:4]=[C:3]1[N:15]1[CH2:20][CH2:19][N:18]([CH2:29][C:30]2[CH:31]=[CH:32][C:33]([C:36]3[N:40]=[C:39]([CH3:41])[O:38][N:37]=3)=[CH:34][CH:35]=2)[CH2:17][C@H:16]1[CH3:21]. (5) Given the reactants [C:1]([Cl:4])(=[O:3])[CH3:2].[Cl:5][C:6]1[CH:7]=[CH:8][C:9]([O:14][C:15]([CH3:33])([C:17]2[N:21]([CH3:22])[C:20]([C:23]3[CH:28]=[CH:27][CH:26]=[CH:25][C:24]=3[C:29]([F:32])([F:31])[F:30])=[N:19][N:18]=2)[CH3:16])=[C:10]([CH2:12][NH2:13])[CH:11]=1.C(N(CC)CC)C.C(=O)(O)[O-].[Na+], predict the reaction product. The product is: [ClH:4].[Cl:5][C:6]1[CH:7]=[CH:8][C:9]([O:14][C:15]([CH3:33])([C:17]2[N:21]([CH3:22])[C:20]([C:23]3[CH:28]=[CH:27][CH:26]=[CH:25][C:24]=3[C:29]([F:31])([F:30])[F:32])=[N:19][N:18]=2)[CH3:16])=[C:10]([CH:11]=1)[CH2:12][NH:13][C:1](=[O:3])[CH3:2]. (6) Given the reactants [OH:1][C:2]1[C:7](C(C)(C)C)=[CH:6][C:5]([C:12](C)(C)C)=[CH:4][C:3]=1[N:16]1[N:20]=[C:19]2[CH:21]=[CH:22][CH:23]=[CH:24][C:18]2=[N:17]1.OC1C(C(C)(C)C)=CC(C)=CC=1N1N=C2C=CC=CC2=N1.OC1C(C(C)(C)C)=CC(C(C)(C)C)=CC=1N1N=C2C=CC(Cl)=CC2=N1.OC1C(C(C)(C)C)=CC(C)=CC=1N1N=C2C=CC(Cl)=CC2=N1.OC1C=C(O)C=CC=1C(C1C=CC=CC=1)=O.OC1C=C(OC)C=CC=1C(C1C=CC=CC=1O)=O.OC1C=C(OC)C(S(O)(=O)=O)=CC=1C(C1C=CC=CC=1)=O.C(SC1N=C(SCCCCCCCC)N=C(NC2C=C(C(C)(C)C)C(O)=C(C(C)(C)C)C=2)N=1)CCCCCCC, predict the reaction product. The product is: [OH:1][C:2]1[CH:7]=[CH:6][C:5]([CH3:12])=[CH:4][C:3]=1[N:16]1[N:20]=[C:19]2[CH:21]=[CH:22][CH:23]=[CH:24][C:18]2=[N:17]1. (7) Given the reactants [CH2:1]([N:8]=[C:9]=[O:10])[CH2:2][CH2:3][CH2:4][CH2:5][CH2:6][CH3:7].[CH3:11][O:12][C:13]1[CH:18]=[C:17]([CH2:19][CH2:20][C:21]([O:23][CH3:24])=[O:22])[CH:16]=[CH:15][C:14]=1[C:25]1[CH:30]=[CH:29][CH:28]=[C:27]([NH:31][CH3:32])[CH:26]=1.O1CCCC1.C(N(CC)CC)C, predict the reaction product. The product is: [CH2:1]([NH:8][C:9](=[O:10])[N:31]([C:27]1[CH:26]=[C:25]([C:14]2[CH:15]=[CH:16][C:17]([CH2:19][CH2:20][C:21]([O:23][CH3:24])=[O:22])=[CH:18][C:13]=2[O:12][CH3:11])[CH:30]=[CH:29][CH:28]=1)[CH3:32])[CH2:2][CH2:3][CH2:4][CH2:5][CH2:6][CH3:7].